Task: Predict the reactants needed to synthesize the given product.. Dataset: Full USPTO retrosynthesis dataset with 1.9M reactions from patents (1976-2016) Given the product [Cl:21][C:22]1[CH:23]=[C:24]([N:28]2[C:5]([C:7]3[C:12](=[O:13])[CH:11]=[CH:10][N:9]([C:14]4[CH:19]=[CH:18][CH:17]=[CH:16][CH:15]=4)[N:8]=3)=[CH:4][CH:3]=[N:2]2)[CH:25]=[CH:26][CH:27]=1, predict the reactants needed to synthesize it. The reactants are: C[N:2](C)/[CH:3]=[CH:4]/[C:5]([C:7]1[C:12](=[O:13])[CH:11]=[CH:10][N:9]([C:14]2[CH:19]=[CH:18][CH:17]=[CH:16][CH:15]=2)[N:8]=1)=O.[Cl:21][C:22]1[CH:23]=[C:24]([NH:28]N)[CH:25]=[CH:26][CH:27]=1.